From a dataset of Full USPTO retrosynthesis dataset with 1.9M reactions from patents (1976-2016). Predict the reactants needed to synthesize the given product. (1) Given the product [Si:50]([O:57][CH:58]1[CH2:62][N:61]([C:2]2[CH:7]=[CH:6][N:5]3[N:8]=[CH:9][C:10]([C:11]([O:13][CH2:14][CH3:15])=[O:12])=[C:4]3[N:3]=2)[C@@H:60]([C:63]2[CH:68]=[C:67]([F:69])[CH:66]=[CH:65][C:64]=2[O:70][CH3:71])[CH2:59]1)([C:53]([CH3:56])([CH3:55])[CH3:54])([CH3:51])[CH3:52], predict the reactants needed to synthesize it. The reactants are: O[C:2]1[CH:7]=[CH:6][N:5]2[N:8]=[CH:9][C:10]([C:11]([O:13][CH2:14][CH3:15])=[O:12])=[C:4]2[N:3]=1.CN([P+](ON1N=NC2C=CC=CC1=2)(N(C)C)N(C)C)C.F[P-](F)(F)(F)(F)F.FC(F)(F)C(O)=O.[Si:50]([O:57][CH:58]1[CH2:62][NH:61][C@@H:60]([C:63]2[CH:68]=[C:67]([F:69])[CH:66]=[CH:65][C:64]=2[O:70][CH3:71])[CH2:59]1)([C:53]([CH3:56])([CH3:55])[CH3:54])([CH3:52])[CH3:51].C(N(CC)C(C)C)(C)C. (2) Given the product [Br:46][C:4]1[CH:3]=[CH:2][CH:7]=[CH:6][C:5]=1[C:8]1[NH:12][C:11]2[CH:23]=[C:24]([F:28])[C:25]([F:27])=[CH:26][C:10]=2[N:9]=1, predict the reactants needed to synthesize it. The reactants are: Cl[C:2]1[CH:7]=[CH:6][C:5]([C:8]2[N:12](CC3C=C(C=CC=3)C(O)=O)[C:11]3[CH:23]=[C:24]([F:28])[C:25]([F:27])=[CH:26][C:10]=3[N:9]=2)=[C:4](OCC2CCCC2)[CH:3]=1.FC1C=C(N)C(N)=CC=1F.[Br:46]C1C=CC=CC=1C(O)=O. (3) Given the product [Cl:1][C:2]1[CH:3]=[N:4][C:5]2[N:6]([N:8]=[C:9]([C:11]([N:20]3[CH2:19][CH2:18][N:17]4[N:21]=[CH:22][CH:23]=[C:16]4[CH:15]3[CH3:14])=[O:13])[CH:10]=2)[CH:7]=1, predict the reactants needed to synthesize it. The reactants are: [Cl:1][C:2]1[CH:3]=[N:4][C:5]2[N:6]([N:8]=[C:9]([C:11]([OH:13])=O)[CH:10]=2)[CH:7]=1.[CH3:14][CH:15]1[NH:20][CH2:19][CH2:18][N:17]2[N:21]=[CH:22][CH:23]=[C:16]12. (4) Given the product [CH2:19]([OH:20])[CH2:18][O:17][CH2:16][CH2:15][O:14][CH2:13][CH2:12][O:11][CH2:10][CH2:9][O:8][CH2:7][CH2:6][O:5][CH2:4][CH2:3][O:21][CH2:24][C:23]#[CH:22], predict the reactants needed to synthesize it. The reactants are: [H-].[Na+].[CH2:3]([OH:21])[CH2:4][O:5][CH2:6][CH2:7][O:8][CH2:9][CH2:10][O:11][CH2:12][CH2:13][O:14][CH2:15][CH2:16][O:17][CH2:18][CH2:19][OH:20].[CH2:22](Br)[C:23]#[CH:24].C1(C)C=CC=CC=1. (5) The reactants are: [NH:1]1[CH:5]=[C:4]([C:6]2[C:7]([NH2:13])=[N:8][C:9]([NH2:12])=[CH:10][CH:11]=2)[CH:3]=[N:2]1.[H-].[Na+].[CH2:16]([O:20][CH2:21][C:22]1[CH:27]=[CH:26][C:25]([CH2:28]Cl)=[CH:24][CH:23]=1)[CH2:17][CH2:18][CH3:19]. Given the product [CH2:16]([O:20][CH2:21][C:22]1[CH:27]=[CH:26][C:25]([CH2:28][N:1]2[CH:5]=[C:4]([C:6]3[C:7]([NH2:13])=[N:8][C:9]([NH2:12])=[CH:10][CH:11]=3)[CH:3]=[N:2]2)=[CH:24][CH:23]=1)[CH2:17][CH2:18][CH3:19], predict the reactants needed to synthesize it. (6) Given the product [CH:9]1[C:10]2[NH:11][C:12]3[C:17](=[CH:16][CH:15]=[CH:14][CH:13]=3)[C:18]=2[C:6]([O:5][CH2:4][C@@H:2]([OH:1])[CH2:3][NH:19][CH2:20][CH:21]2[CH2:26][CH2:25][N:24]([CH2:27][CH2:28][CH2:29][CH2:30][CH2:31][CH2:32][CH2:33][CH3:34])[CH2:23][CH2:22]2)=[CH:7][CH:8]=1, predict the reactants needed to synthesize it. The reactants are: [O:1]1[CH2:3][C@H:2]1[CH2:4][O:5][C:6]1[C:18]2[C:17]3[C:12](=[CH:13][CH:14]=[CH:15][CH:16]=3)[NH:11][C:10]=2[CH:9]=[CH:8][CH:7]=1.[NH2:19][CH2:20][CH:21]1[CH2:26][CH2:25][N:24]([CH2:27][CH2:28][CH2:29][CH2:30][CH2:31][CH2:32][CH2:33][CH3:34])[CH2:23][CH2:22]1. (7) Given the product [CH:26]1([CH2:25][NH:24][C:13](=[O:15])[C:12]2[CH:16]=[CH:17][C:9]([O:8][CH2:7][C:6]3[N:2]([CH3:1])[N:3]=[N:4][C:5]=3[C:18]3[CH:23]=[CH:22][CH:21]=[CH:20][CH:19]=3)=[N:10][CH:11]=2)[CH2:28][CH2:27]1, predict the reactants needed to synthesize it. The reactants are: [CH3:1][N:2]1[C:6]([CH2:7][O:8][C:9]2[CH:17]=[CH:16][C:12]([C:13]([OH:15])=O)=[CH:11][N:10]=2)=[C:5]([C:18]2[CH:23]=[CH:22][CH:21]=[CH:20][CH:19]=2)[N:4]=[N:3]1.[NH2:24][CH2:25][CH:26]1[CH2:28][CH2:27]1. (8) Given the product [CH3:1][C:2]1[C:10]2[C:9]([NH:11][C:12]3[C:13]([O:18][CH:19]([CH3:24])[C:20]([F:21])([F:22])[F:23])=[N:14][CH:15]=[CH:16][CH:17]=3)=[N:8][CH:7]=[N:6][C:5]=2[S:4][C:3]=1[C:25]([NH2:29])=[O:26], predict the reactants needed to synthesize it. The reactants are: [CH3:1][C:2]1[C:10]2[C:9]([NH:11][C:12]3[C:13]([O:18][CH:19]([CH3:24])[C:20]([F:23])([F:22])[F:21])=[N:14][CH:15]=[CH:16][CH:17]=3)=[N:8][CH:7]=[N:6][C:5]=2[S:4][C:3]=1[C:25](O)=[O:26].C[N:29](C(ON1N=NC2C=CC=NC1=2)=[N+](C)C)C.F[P-](F)(F)(F)(F)F.CCN(C(C)C)C(C)C.N. (9) Given the product [Cl:13][C:14]1[CH:19]=[C:10]([CH:11]=[O:22])[C:9]([Cl:21])=[CH:8][N:15]=1, predict the reactants needed to synthesize it. The reactants are: C(NC(C)C)(C)C.[CH2:8]([Li])[CH2:9][CH2:10][CH3:11].[Cl:13][C:14]1[CH:19]=CC(Cl)=C[N:15]=1.[ClH:21].[OH-:22].[Na+].